From a dataset of Full USPTO retrosynthesis dataset with 1.9M reactions from patents (1976-2016). Predict the reactants needed to synthesize the given product. (1) Given the product [CH3:1][O:2][CH2:3][CH:4]1[C:9](=[O:10])[CH2:8][CH2:7][O:6][CH2:5]1.[CH:11]([C@:14]1([C:20]([N:22]2[CH2:27][CH2:26][N:25]([C:28]3[CH:33]=[CH:32][CH:31]=[C:30]([C:34]([F:36])([F:37])[F:35])[CH:29]=3)[CH2:24][CH2:23]2)=[O:21])[CH2:18][CH2:17][C@@H:16]([NH:19][CH:9]2[CH2:8][CH2:7][O:6][CH2:5][CH:4]2[CH2:3][O:2][CH3:1])[CH2:15]1)([CH3:13])[CH3:12], predict the reactants needed to synthesize it. The reactants are: [CH3:1][O:2][CH2:3][CH:4]1[C:9](=[O:10])[CH2:8][CH2:7][O:6][CH2:5]1.[CH:11]([C@:14]1([C:20]([N:22]2[CH2:27][CH2:26][N:25]([C:28]3[CH:33]=[CH:32][CH:31]=[C:30]([C:34]([F:37])([F:36])[F:35])[CH:29]=3)[CH2:24][CH2:23]2)=[O:21])[CH2:18][CH2:17][C@@H:16]([NH2:19])[CH2:15]1)([CH3:13])[CH3:12]. (2) Given the product [CH2:17]([O:16][C:14](=[O:15])[C:13]([OH:19])=[CH:12][S:1][CH:2]([C:3](=[O:4])[NH:5][CH2:6][C:7]([OH:9])=[O:8])[CH3:10])[CH3:18], predict the reactants needed to synthesize it. The reactants are: [SH:1][CH:2]([CH3:10])[C:3]([NH:5][CH2:6][C:7]([OH:9])=[O:8])=[O:4].Br[CH2:12][C:13](=[O:19])[C:14]([O:16][CH2:17][CH3:18])=[O:15]. (3) Given the product [Cl:1][C:2]1[CH:7]=[CH:6][CH:5]=[CH:4][C:3]=1[N:8]1[C:12]([O:13][C:14]2[CH:19]=[CH:18][CH:17]=[CH:16][C:15]=2[NH:20][C:32]([NH:31][C:28]2[CH:29]=[CH:30][C:25]([O:24][C:23]([F:22])([F:34])[F:35])=[CH:26][CH:27]=2)=[O:33])=[CH:11][C:10]([CH3:21])=[N:9]1, predict the reactants needed to synthesize it. The reactants are: [Cl:1][C:2]1[CH:7]=[CH:6][CH:5]=[CH:4][C:3]=1[N:8]1[C:12]([O:13][C:14]2[CH:19]=[CH:18][CH:17]=[CH:16][C:15]=2[NH2:20])=[CH:11][C:10]([CH3:21])=[N:9]1.[F:22][C:23]([F:35])([F:34])[O:24][C:25]1[CH:30]=[CH:29][C:28]([N:31]=[C:32]=[O:33])=[CH:27][CH:26]=1.C(N(CC)CC)C. (4) Given the product [Cl:1][C:2]1[N:3]=[C:4]([Cl:11])[C:5]2[CH:10]=[CH:9][N:8]([S:18]([C:15]3[CH:16]=[CH:17][C:12]([CH3:22])=[CH:13][CH:14]=3)(=[O:20])=[O:19])[C:6]=2[N:7]=1, predict the reactants needed to synthesize it. The reactants are: [Cl:1][C:2]1[N:3]=[C:4]([Cl:11])[C:5]2[CH:10]=[CH:9][NH:8][C:6]=2[N:7]=1.[C:12]1([CH3:22])[CH:17]=[CH:16][C:15]([S:18](Cl)(=[O:20])=[O:19])=[CH:14][CH:13]=1.C(N(CC)CC)C.CN(C1C=CC=CN=1)C. (5) Given the product [OH:20][C:18]1[CH:17]=[CH:16][C:14]2[N:15]=[C:11]([N:8]3[CH:5]4[CH2:6][CH2:7][CH:1]3[CH2:2][C:3](=[O:9])[CH2:4]4)[O:12][C:13]=2[CH:19]=1, predict the reactants needed to synthesize it. The reactants are: [CH:1]12[NH:8][CH:5]([CH2:6][CH2:7]1)[CH2:4][C:3](=[O:9])[CH2:2]2.Cl[C:11]1[O:12][C:13]2[CH:19]=[C:18]([OH:20])[CH:17]=[CH:16][C:14]=2[N:15]=1. (6) Given the product [NH2:13][C@H:10]1[CH2:9][CH2:8][C:7]2[C:6]([S:20]([NH:28][C:27]3[CH:29]=[CH:30][C:31]([Cl:32])=[C:25]([Cl:24])[CH:26]=3)(=[O:21])=[O:22])=[CH:5][CH:4]=[C:3]([O:2][CH3:1])[C:12]=2[CH2:11]1, predict the reactants needed to synthesize it. The reactants are: [CH3:1][O:2][C:3]1[C:12]2[CH2:11][C@@H:10]([NH:13]C(=O)C(F)(F)F)[CH2:9][CH2:8][C:7]=2[C:6]([S:20](Cl)(=[O:22])=[O:21])=[CH:5][CH:4]=1.[Cl:24][C:25]1[CH:26]=[C:27]([CH:29]=[CH:30][C:31]=1[Cl:32])[NH2:28].[OH-].[Na+].[NH4+].[Cl-]. (7) Given the product [Cl:40][C:31]1[C:11]([C:9]([NH:8][C:2]([CH3:1])([CH3:7])[CH:3]=[N:4][O:5][CH3:6])=[O:10])=[C:12]([CH:28]=[CH:29][CH:30]=1)[C:13]([NH:15][C:16]1[CH:21]=[CH:20][C:19]([O:22][C:23]([F:24])([F:25])[F:26])=[CH:18][C:17]=1[CH3:27])=[O:14], predict the reactants needed to synthesize it. The reactants are: [CH3:1][C:2]([NH:8][C:9]([C:11]1[CH:31]=[CH:30][CH:29]=[CH:28][C:12]=1[C:13]([NH:15][C:16]1[CH:21]=[CH:20][C:19]([O:22][C:23]([F:26])([F:25])[F:24])=[CH:18][C:17]=1[CH3:27])=[O:14])=[O:10])([CH3:7])[CH:3]=[N:4][O:5][CH3:6].BrN1C(=O)CCC1=O.[Cl:40]N1C(=O)CCC1=O.